Dataset: Forward reaction prediction with 1.9M reactions from USPTO patents (1976-2016). Task: Predict the product of the given reaction. Given the reactants [N:1]1[CH:6]=[CH:5][CH:4]=[CH:3][C:2]=1[CH2:7][SH:8].C[O-].[Na+].Cl[CH2:13][CH2:14][CH2:15][CH2:16][CH2:17][O:18][C:19]1[CH:24]=[CH:23][C:22]([C@H:25]2[CH2:42][C@@:40]3([CH3:41])[C@@H:36]([CH2:37][CH2:38][C@@H:39]3[OH:43])[C@H:35]3[C@H:26]2[C:27]2[CH:28]=[CH:29][C:30]([OH:44])=[CH:31][C:32]=2[CH2:33][CH2:34]3)=[CH:21][CH:20]=1, predict the reaction product. The product is: [N:1]1[CH:6]=[CH:5][CH:4]=[CH:3][C:2]=1[CH2:7][S:8][CH2:13][CH2:14][CH2:15][CH2:16][CH2:17][O:18][C:19]1[CH:20]=[CH:21][C:22]([C@H:25]2[CH2:42][C@@:40]3([CH3:41])[C@@H:36]([CH2:37][CH2:38][C@@H:39]3[OH:43])[C@H:35]3[C@H:26]2[C:27]2[CH:28]=[CH:29][C:30]([OH:44])=[CH:31][C:32]=2[CH2:33][CH2:34]3)=[CH:23][CH:24]=1.